From a dataset of Reaction yield outcomes from USPTO patents with 853,638 reactions. Predict the reaction yield, written as a fraction of the theoretical maximum amount of product (1.0 means a 100% yield; for example, 0.34 means a 34% yield). (1) The reactants are [NH2:1][C:2]1[C:7]([O:8][C:9]2[C:10]([CH:19]([CH3:21])[CH3:20])=[CH:11][C:12]([O:17][CH3:18])=[C:13]([CH:16]=2)[C:14]#[N:15])=[CH:6][N:5]=[C:4]([NH:22][CH2:23][CH3:24])[N:3]=1.[OH-:25].[Na+].Cl. The catalyst is CCO.O.O. The product is [NH2:1][C:2]1[C:7]([O:8][C:9]2[C:10]([CH:19]([CH3:20])[CH3:21])=[CH:11][C:12]([O:17][CH3:18])=[C:13]([CH:16]=2)[C:14]([NH2:15])=[O:25])=[CH:6][N:5]=[C:4]([NH:22][CH2:23][CH3:24])[N:3]=1. The yield is 0.270. (2) The reactants are [Br:1][C:2]1[CH:8]=[CH:7][C:5]([NH2:6])=[CH:4][CH:3]=1.N1C=CC=CC=1.[Cl:15][CH2:16][C:17](Cl)=[O:18]. The catalyst is ClCCl. The product is [Br:1][C:2]1[CH:8]=[CH:7][C:5]([NH:6][C:17](=[O:18])[CH2:16][Cl:15])=[CH:4][CH:3]=1. The yield is 0.420. (3) The reactants are [CH3:1][CH:2]([CH3:31])[CH2:3][CH:4]([C:22]1[CH:30]=[CH:29][C:25]([C:26]([OH:28])=O)=[CH:24][N:23]=1)[NH:5][C:6]1[CH:11]=[CH:10][C:9]([C:12]2[CH:17]=[CH:16][C:15]([C:18]([F:21])([F:20])[F:19])=[CH:14][CH:13]=2)=[CH:8][CH:7]=1.C(N1C=CN=C1)(N1C=CN=C1)=O.C(N(CC)C(C)C)(C)C.[NH:53]1[C:57]([CH2:58][NH2:59])=[N:56][N:55]=[N:54]1. The catalyst is CN(C)C=O.[Cl-].[NH4+]. The product is [NH:53]1[C:57]([CH2:58][NH:59][C:26](=[O:28])[C:25]2[CH:29]=[CH:30][C:22]([CH:4]([NH:5][C:6]3[CH:7]=[CH:8][C:9]([C:12]4[CH:17]=[CH:16][C:15]([C:18]([F:20])([F:21])[F:19])=[CH:14][CH:13]=4)=[CH:10][CH:11]=3)[CH2:3][CH:2]([CH3:1])[CH3:31])=[N:23][CH:24]=2)=[N:56][N:55]=[N:54]1. The yield is 0.130. (4) The reactants are O[C@H:2]1[CH2:7][CH2:6][C@H:5]([NH:8][C:9]([O:11][C:12]([CH3:15])([CH3:14])[CH3:13])=[O:10])[CH:4]=[CH:3]1.C1(P(C2C=CC=CC=2)C2C=CC=CC=2)C=CC=CC=1.[Cl:35]C(Cl)(Cl)C(C(Cl)(Cl)Cl)=O. No catalyst specified. The product is [C:12]([O:11][C:9]([NH:8][C@H:5]1[CH2:6][CH2:7][C@@H:2]([Cl:35])[CH:3]=[CH:4]1)=[O:10])([CH3:15])([CH3:14])[CH3:13]. The yield is 0.620. (5) The reactants are [CH3:1][C:2]1[N:3]=[C:4]([NH2:8])[S:5][C:6]=1[CH3:7].[CH3:9][O:10][CH2:11][CH2:12][Br:13]. No catalyst specified. The product is [BrH:13].[CH3:9][O:10][CH2:11][CH2:12][N:3]1[C:2]([CH3:1])=[C:6]([CH3:7])[S:5][C:4]1=[NH:8]. The yield is 0.560. (6) The reactants are [F:1][C:2]1[C:10]2[CH:9]=[C:8]([CH2:11][O:12][C:13]3[CH:21]=[CH:20][CH:19]=[C:15]([C:16]([OH:18])=O)[C:14]=3[C:22](O)=[O:23])[S:7][C:6]=2[CH:5]=[CH:4][CH:3]=1.Cl.[NH2:26][CH:27]1[CH2:33][CH2:32][C:31](=[O:34])[NH:30][C:28]1=[O:29]. The catalyst is N1C=CC=CC=1. The product is [O:29]=[C:28]1[CH:27]([N:26]2[C:22](=[O:23])[C:14]3[C:15](=[CH:19][CH:20]=[CH:21][C:13]=3[O:12][CH2:11][C:8]3[S:7][C:6]4[CH:5]=[CH:4][CH:3]=[C:2]([F:1])[C:10]=4[CH:9]=3)[C:16]2=[O:18])[CH2:33][CH2:32][C:31](=[O:34])[NH:30]1. The yield is 0.440.